From a dataset of Full USPTO retrosynthesis dataset with 1.9M reactions from patents (1976-2016). Predict the reactants needed to synthesize the given product. (1) The reactants are: FC1C=C(O)C=CC=1F.[F:10][C:11]1[C:16]([F:17])=[CH:15][C:14](B2OC(=O)CN(C)CC(=O)O2)=[C:13]([O:29][C@H:30]([CH2:32][CH:33]=[CH2:34])[CH3:31])[CH:12]=1. Given the product [F:17][C:16]1[CH:15]=[CH:14][C:13]([O:29][C@H:30]([CH2:32][CH:33]=[CH2:34])[CH3:31])=[CH:12][C:11]=1[F:10], predict the reactants needed to synthesize it. (2) Given the product [Cl:8][C:7]1[C:2]([N:12]2[CH2:17][CH2:16][O:15][CH2:14][CH2:13]2)=[N:3][CH:4]=[C:5]([N+:9]([O-:11])=[O:10])[CH:6]=1, predict the reactants needed to synthesize it. The reactants are: Cl[C:2]1[C:7]([Cl:8])=[CH:6][C:5]([N+:9]([O-:11])=[O:10])=[CH:4][N:3]=1.[NH:12]1[CH2:17][CH2:16][O:15][CH2:14][CH2:13]1. (3) Given the product [C:1]([C:3]1[CH:4]=[C:5]([NH:10][C:11]2[C:20]3[C:15](=[CH:16][C:17]([O:22][CH3:23])=[C:18]([O:21][CH2:31][CH2:32][CH2:33][Cl:34])[CH:19]=3)[N:14]=[CH:13][N:12]=2)[CH:6]=[CH:7][C:8]=1[F:9])#[CH:2], predict the reactants needed to synthesize it. The reactants are: [C:1]([C:3]1[CH:4]=[C:5]([NH:10][C:11]2[C:20]3[C:15](=[CH:16][C:17]([O:22][CH3:23])=[C:18]([OH:21])[CH:19]=3)[N:14]=[CH:13][N:12]=2)[CH:6]=[CH:7][C:8]=1[F:9])#[CH:2].C([O-])([O-])=O.[K+].[K+].Br[CH2:31][CH2:32][CH2:33][Cl:34].O. (4) The reactants are: C(N(CC)CC)C.[CH:8]1([S:14](Cl)(=[O:16])=[O:15])[CH2:13][CH2:12][CH2:11][CH2:10][CH2:9]1.[NH2:18][C:19]1[N:24]=[C:23]([C:25]2[CH:32]=[CH:31][C:28]([C:29]#[N:30])=[C:27]([F:33])[CH:26]=2)[CH:22]=[C:21]([N:34]2[C@H:39]([CH3:40])[CH2:38][O:37][C@H:36]([CH2:41][NH2:42])[CH2:35]2)[N:20]=1. Given the product [NH2:18][C:19]1[N:20]=[C:21]([N:34]2[C@H:39]([CH3:40])[CH2:38][O:37][C@H:36]([CH2:41][NH:42][S:14]([CH:8]3[CH2:13][CH2:12][CH2:11][CH2:10][CH2:9]3)(=[O:16])=[O:15])[CH2:35]2)[CH:22]=[C:23]([C:25]2[CH:32]=[CH:31][C:28]([C:29]#[N:30])=[C:27]([F:33])[CH:26]=2)[N:24]=1, predict the reactants needed to synthesize it.